From a dataset of Catalyst prediction with 721,799 reactions and 888 catalyst types from USPTO. Predict which catalyst facilitates the given reaction. Reactant: C[O:2][C:3](=[O:31])[C:4]1[CH:9]=[CH:8][C:7]([O:10][CH:11]([CH2:14][C:15]2[CH:20]=[CH:19][C:18]([C:21]3[CH:26]=[CH:25][C:24]([C:27]([F:30])([F:29])[F:28])=[CH:23][CH:22]=3)=[CH:17][CH:16]=2)[CH2:12][CH3:13])=[CH:6][CH:5]=1.[OH-].[Na+].Cl. Product: [F:28][C:27]([F:29])([F:30])[C:24]1[CH:23]=[CH:22][C:21]([C:18]2[CH:17]=[CH:16][C:15]([CH2:14][CH:11]([O:10][C:7]3[CH:6]=[CH:5][C:4]([C:3]([OH:31])=[O:2])=[CH:9][CH:8]=3)[CH2:12][CH3:13])=[CH:20][CH:19]=2)=[CH:26][CH:25]=1. The catalyst class is: 8.